This data is from Catalyst prediction with 721,799 reactions and 888 catalyst types from USPTO. The task is: Predict which catalyst facilitates the given reaction. (1) Reactant: [CH3:1][O:2][C:3](=[O:16])[C@H:4]([O:6][C:7]1[CH:12]=[CH:11][C:10]([C:13]#[N:14])=[C:9]([F:15])[CH:8]=1)[CH3:5].[ClH:17]. Product: [ClH:17].[CH3:1][O:2][C:3](=[O:16])[C@H:4]([O:6][C:7]1[CH:12]=[CH:11][C:10]([CH2:13][NH2:14])=[C:9]([F:15])[CH:8]=1)[CH3:5]. The catalyst class is: 293. (2) Reactant: [CH3:1][C:2]1[CH:22]=[CH:21][C:5]2[N:6]([CH2:9][C:10]3[CH:20]=[CH:19][C:13]4[N:14]=[C:15]([S:17][CH3:18])[S:16][C:12]=4[CH:11]=3)[CH:7]=[N:8][C:4]=2[CH:3]=1.ClC1C=CC=C(C(OO)=[O:31])C=1. Product: [CH3:1][C:2]1[CH:22]=[CH:21][C:5]2[N:6]([CH2:9][C:10]3[CH:20]=[CH:19][C:13]4[N:14]=[C:15]([S:17]([CH3:18])=[O:31])[S:16][C:12]=4[CH:11]=3)[CH:7]=[N:8][C:4]=2[CH:3]=1. The catalyst class is: 91. (3) Reactant: [F:1][C:2]1[CH:3]=[CH:4][C:5]([O:14][CH:15]([CH3:17])[CH3:16])=[C:6]([N:8]2[CH2:13][CH2:12][NH:11][CH2:10][CH2:9]2)[CH:7]=1.[C:18](#[N:21])[CH:19]=[CH2:20]. Product: [F:1][C:2]1[CH:3]=[CH:4][C:5]([O:14][CH:15]([CH3:17])[CH3:16])=[C:6]([N:8]2[CH2:9][CH2:10][N:11]([CH2:20][CH2:19][C:18]#[N:21])[CH2:12][CH2:13]2)[CH:7]=1. The catalyst class is: 5. (4) Reactant: [F:1][C:2]([F:22])([F:21])[C:3]1[CH:4]=[C:5]([C:9]2[CH:10]=[CH:11][C:12]3[N:13]([C:15]([C:18]([OH:20])=O)=[CH:16][N:17]=3)[N:14]=2)[CH:6]=[CH:7][CH:8]=1.F[P-](F)(F)(F)(F)F.[N:30]1(OC(N(C)C)=[N+](C)C)[C:34]2[N:35]=[CH:36][CH:37]=[CH:38][C:33]=2N=N1.N1C=CC=CC=1N.C(N(CC)C(C)C)(C)C. Product: [N:35]1[CH:36]=[CH:37][CH:38]=[CH:33][C:34]=1[NH:30][C:18]([C:15]1[N:13]2[N:14]=[C:9]([C:5]3[CH:6]=[CH:7][CH:8]=[C:3]([C:2]([F:21])([F:1])[F:22])[CH:4]=3)[CH:10]=[CH:11][C:12]2=[N:17][CH:16]=1)=[O:20]. The catalyst class is: 3. (5) Reactant: [Br:1][C:2]1[C:11]([CH2:12]O)=[C:10]2[C:5]([NH:6][C:7]([CH3:17])([CH3:16])[C:8](=[O:15])[N:9]2[CH3:14])=[CH:4][CH:3]=1.C(N(CC)CC)C.CS([Cl:29])(=O)=O.C(OCC)(=O)C. Product: [Br:1][C:2]1[C:11]([CH2:12][Cl:29])=[C:10]2[C:5]([NH:6][C:7]([CH3:17])([CH3:16])[C:8](=[O:15])[N:9]2[CH3:14])=[CH:4][CH:3]=1. The catalyst class is: 46. (6) Reactant: [F:1][C:2]([C:25]([F:28])([F:27])[F:26])([C:21]([F:24])([F:23])[F:22])[CH2:3][CH:4]([C:17]([F:20])([F:19])[F:18])[CH2:5][CH:6]([C:13]([F:16])([F:15])[F:14])[CH2:7][CH2:8][S:9](Cl)(=[O:11])=[O:10].[NH4+:29].[OH-:30].[O:31]1CCOCC1. Product: [S:9]([O-:11])([O-:31])(=[O:10])=[O:30].[F:1][C:2]([C:25]([F:28])([F:27])[F:26])([C:21]([F:24])([F:23])[F:22])[CH2:3][CH:4]([C:17]([F:20])([F:19])[F:18])[CH2:5][CH:6]([C:13]([F:16])([F:15])[F:14])[CH2:7][CH2:8][S:9]([NH3+:29])(=[O:11])=[O:10].[F:1][C:2]([C:25]([F:28])([F:27])[F:26])([C:21]([F:24])([F:23])[F:22])[CH2:3][CH:4]([C:17]([F:20])([F:19])[F:18])[CH2:5][CH:6]([C:13]([F:16])([F:15])[F:14])[CH2:7][CH2:8][S:9]([NH3+:29])(=[O:11])=[O:10]. The catalyst class is: 6.